This data is from Catalyst prediction with 721,799 reactions and 888 catalyst types from USPTO. The task is: Predict which catalyst facilitates the given reaction. (1) Reactant: Cl.[Cl:2][C:3]1[CH:4]=[C:5]2[C:9](=[CH:10][CH:11]=1)[NH:8][CH:7]=[C:6]2[CH2:12][CH2:13][NH2:14].[F:15][C:16]1[CH:17]=[C:18]([CH:29]=[CH:30][CH:31]=1)[CH2:19][C:20]1[CH:21]=[CH:22][C:23]([C:26](O)=[O:27])=[N:24][CH:25]=1.CN(C(ON1N=NC2C=CC=NC1=2)=[N+](C)C)C.F[P-](F)(F)(F)(F)F.C(N(CC)C(C)C)(C)C. Product: [Cl:2][C:3]1[CH:4]=[C:5]2[C:9](=[CH:10][CH:11]=1)[NH:8][CH:7]=[C:6]2[CH2:12][CH2:13][NH:14][C:26](=[O:27])[C:23]1[CH:22]=[CH:21][C:20]([CH2:19][C:18]2[CH:29]=[CH:30][CH:31]=[C:16]([F:15])[CH:17]=2)=[CH:25][N:24]=1. The catalyst class is: 3. (2) The catalyst class is: 32. Product: [CH3:1][N:2]([CH2:4][CH:5]([C:13]1([OH:19])[CH2:18][CH2:17][CH2:16][CH2:15][CH2:14]1)[C:6]1[CH:11]=[CH:10][C:9]([OH:12])=[CH:8][CH:7]=1)[CH3:3].[CH:21](/[C:20]([OH:27])=[O:26])=[CH:22]\[C:23]([OH:25])=[O:24]. Reactant: [CH3:1][N:2]([CH2:4][CH:5]([C:13]1([OH:19])[CH2:18][CH2:17][CH2:16][CH2:15][CH2:14]1)[C:6]1[CH:7]=[CH:8][C:9]([OH:12])=[CH:10][CH:11]=1)[CH3:3].[C:20]([OH:27])(=[O:26])/[CH:21]=[CH:22]/[C:23]([OH:25])=[O:24]. (3) Reactant: [F:1][C:2]([F:44])([F:43])[C:3]1[CH:4]=[C:5]([C:13]([CH3:42])([CH3:41])[C:14]([N:16]([CH3:40])[C:17]2[C:18]([C:32]3[CH:37]=[CH:36][C:35]([F:38])=[CH:34][C:33]=3[CH3:39])=[CH:19][C:20]([C@@H:23]3[NH:27][C@@:26]([CH3:31])([C:28]([NH2:30])=[O:29])[CH2:25][CH2:24]3)=[N:21][CH:22]=2)=[O:15])[CH:6]=[C:7]([C:9]([F:12])([F:11])[F:10])[CH:8]=1.[C:45]([OH:57])(=[O:56])[CH2:46][C:47]([CH2:52][C:53]([OH:55])=[O:54])([C:49]([OH:51])=[O:50])[OH:48]. Product: [C:45]([OH:57])(=[O:56])[CH2:46][C:47]([CH2:52][C:53]([OH:55])=[O:54])([C:49]([OH:51])=[O:50])[OH:48].[F:44][C:2]([F:1])([F:43])[C:3]1[CH:4]=[C:5]([C:13]([CH3:41])([CH3:42])[C:14]([N:16]([CH3:40])[C:17]2[C:18]([C:32]3[CH:37]=[CH:36][C:35]([F:38])=[CH:34][C:33]=3[CH3:39])=[CH:19][C:20]([C@@H:23]3[NH:27][C@@:26]([CH3:31])([C:28]([NH2:30])=[O:29])[CH2:25][CH2:24]3)=[N:21][CH:22]=2)=[O:15])[CH:6]=[C:7]([C:9]([F:10])([F:11])[F:12])[CH:8]=1. The catalyst class is: 11. (4) Reactant: [CH2:1]([O:3][C:4]([C:6]1[S:10][C:9]([CH3:11])=[N:8][C:7]=1[OH:12])=[O:5])[CH3:2].C(N(CC)CC)C.[F:20][C:21]([F:34])([F:33])[S:22](O[S:22]([C:21]([F:34])([F:33])[F:20])(=[O:24])=[O:23])(=[O:24])=[O:23]. Product: [CH2:1]([O:3][C:4]([C:6]1[S:10][C:9]([CH3:11])=[N:8][C:7]=1[O:12][S:22]([C:21]([F:34])([F:33])[F:20])(=[O:24])=[O:23])=[O:5])[CH3:2]. The catalyst class is: 2. (5) Reactant: Br[C:2]1[CH:3]=[C:4]([N:8]([CH2:19][CH3:20])[C:9]([NH:11][CH2:12][CH2:13][CH2:14][CH2:15][CH2:16][CH2:17][CH3:18])=[O:10])[CH:5]=[CH:6][CH:7]=1.[CH:21]([C:23]1[CH:28]=[CH:27][C:26](B(O)O)=[CH:25][CH:24]=1)=[O:22].CN(C)C=O.P([O-])([O-])([O-])=O.[K+].[K+].[K+]. Product: [CH2:19]([N:8]([C:4]1[CH:3]=[C:2]([C:26]2[CH:27]=[CH:28][C:23]([CH:21]=[O:22])=[CH:24][CH:25]=2)[CH:7]=[CH:6][CH:5]=1)[C:9]([NH:11][CH2:12][CH2:13][CH2:14][CH2:15][CH2:16][CH2:17][CH3:18])=[O:10])[CH3:20]. The catalyst class is: 103. (6) Reactant: [O:1]1[CH:5]=[CH:4][CH:3]=[C:2]1[P:6]([O:11][CH2:12][CH3:13])(=[O:10])[O:7][CH2:8][CH3:9].[Li+].CC([N-]C(C)C)C.[CH:22](OC)=[O:23]. Product: [CH2:12]([O:11][P:6]([C:2]1[O:1][C:5]([CH:22]=[O:23])=[CH:4][CH:3]=1)([O:7][CH2:8][CH3:9])=[O:10])[CH3:13]. The catalyst class is: 1.